From a dataset of Peptide-MHC class II binding affinity with 134,281 pairs from IEDB. Regression. Given a peptide amino acid sequence and an MHC pseudo amino acid sequence, predict their binding affinity value. This is MHC class II binding data. (1) The peptide sequence is TSALIWMASPPEVHS. The MHC is HLA-DQA10101-DQB10501 with pseudo-sequence HLA-DQA10101-DQB10501. The binding affinity (normalized) is 0.133. (2) The binding affinity (normalized) is 0.917. The MHC is HLA-DPA10301-DPB10402 with pseudo-sequence HLA-DPA10301-DPB10402. The peptide sequence is EKKYFAAVQFEPLAA. (3) The peptide sequence is EWEFVNTPPLVKLWY. The MHC is DRB3_0202 with pseudo-sequence DRB3_0202. The binding affinity (normalized) is 0.863. (4) The peptide sequence is PALFFTFLANLNLTE. The MHC is DRB1_0802 with pseudo-sequence DRB1_0802. The binding affinity (normalized) is 0.176. (5) The peptide sequence is IPVFLQEALNIALVA. The MHC is DRB1_1501 with pseudo-sequence DRB1_1501. The binding affinity (normalized) is 0.